Dataset: Ames mutagenicity test results for genotoxicity prediction. Task: Regression/Classification. Given a drug SMILES string, predict its toxicity properties. Task type varies by dataset: regression for continuous values (e.g., LD50, hERG inhibition percentage) or binary classification for toxic/non-toxic outcomes (e.g., AMES mutagenicity, cardiotoxicity, hepatotoxicity). Dataset: ames. (1) The compound is Cc1cccc2c1ccc1cc(C(C)C)ccc12. The result is 0 (non-mutagenic). (2) The compound is Oc1c2ccccc2nc2ccccc12. The result is 0 (non-mutagenic). (3) The molecule is CN1Cc2c(N)cccc2[C@H](c2ccccc2)C1. The result is 0 (non-mutagenic).